Predict the reaction yield, written as a fraction of the theoretical maximum amount of product (1.0 means a 100% yield; for example, 0.34 means a 34% yield). From a dataset of Reaction yield outcomes from USPTO patents with 853,638 reactions. (1) The reactants are [N+:1]([C:4]1[CH:9]=[C:8]([NH2:10])[CH:7]=[CH:6][C:5]=1[NH2:11])([O-:3])=[O:2].O1CCOCC1.C(OCC)C.[ClH:23]. The catalyst is C(O)C. The product is [ClH:23].[N+:1]([C:4]1[CH:9]=[C:8]([NH2:10])[CH:7]=[CH:6][C:5]=1[NH2:11])([O-:3])=[O:2]. The yield is 1.00. (2) The reactants are [Cl:1][C:2]1[N:10]=[C:9]2[C:5]([N:6]=[C:7]([CH2:13][N:14]3[CH2:19][CH2:18][NH:17][C@@H:16]([CH:20]([CH3:22])[CH3:21])[CH2:15]3)[N:8]2[CH2:11][CH3:12])=[C:4]([N:23]2[CH2:28][CH2:27][O:26][CH2:25][CH2:24]2)[N:3]=1.Br[CH2:30][C:31]([NH2:33])=[O:32].C(=O)([O-])[O-].[K+].[K+]. The catalyst is CN(C=O)C. The product is [Cl:1][C:2]1[N:10]=[C:9]2[C:5]([N:6]=[C:7]([CH2:13][N:14]3[CH2:19][CH2:18][N:17]([CH2:30][C:31]([NH2:33])=[O:32])[C@@H:16]([CH:20]([CH3:22])[CH3:21])[CH2:15]3)[N:8]2[CH2:11][CH3:12])=[C:4]([N:23]2[CH2:28][CH2:27][O:26][CH2:25][CH2:24]2)[N:3]=1. The yield is 0.760. (3) The reactants are [CH3:1][N:2]1[CH2:6][CH2:5][CH2:4][CH:3]1[CH2:7][O:8][C:9]1[CH:10]=[C:11]2[C:16](=[CH:17][CH:18]=1)[CH:15]=[C:14]([C:19]1[C:27]3[C:22](=[CH:23][CH:24]=[C:25]([C:28]#[N:29])[CH:26]=3)[N:21]([C@@H]3CCCCO3)[N:20]=1)[CH:13]=[CH:12]2.[ClH:36].[CH2:37]([OH:39])[CH3:38]. No catalyst specified. The product is [ClH:36].[ClH:36].[CH2:37]([O:39][C:28]([C:25]1[CH:26]=[C:27]2[C:22](=[CH:23][CH:24]=1)[NH:21][N:20]=[C:19]2[C:14]1[CH:13]=[CH:12][C:11]2[C:16](=[CH:17][CH:18]=[C:9]([O:8][CH2:7][C@@H:3]3[CH2:4][CH2:5][CH2:6][N:2]3[CH3:1])[CH:10]=2)[CH:15]=1)=[NH:29])[CH3:38]. The yield is 0.800. (4) The reactants are [F:1][C:2]1[CH:7]=[CH:6][C:5]([S:8](NC)(=[O:10])=[O:9])=[CH:4][C:3]=1[N+:13]([O-:15])=[O:14].C[CH2:17][N:18](CC)CC.Cl[C:24]([O:26][CH2:27][C:28]1[CH:33]=[CH:32][CH:31]=[CH:30][CH:29]=1)=[O:25]. The catalyst is C1COCC1. The product is [C:28]1([CH2:27][O:26][C:24](=[O:25])[NH:18][CH2:17][S:8]([C:5]2[CH:6]=[CH:7][C:2]([F:1])=[C:3]([N+:13]([O-:15])=[O:14])[CH:4]=2)(=[O:9])=[O:10])[CH:33]=[CH:32][CH:31]=[CH:30][CH:29]=1. The yield is 0.320. (5) The reactants are C1(C)C=CC(S(O[C@@H:11]([CH2:13]/[CH:14]=[CH:15]/[C:16]2[CH:17]=[N:18][CH:19]=[CH:20][CH:21]=2)[CH3:12])(=O)=O)=CC=1.[CH3:23][NH2:24]. The catalyst is C(O)C. The product is [CH3:23][NH:24][C@H:11]([CH2:13]/[CH:14]=[CH:15]/[C:16]1[CH:17]=[N:18][CH:19]=[CH:20][CH:21]=1)[CH3:12]. The yield is 0.240. (6) The yield is 0.860. The product is [C:10]([NH:9][C:3]1[CH:2]=[C:11]2[C:6]([C:7]([CH3:15])([CH3:14])[C:8](=[O:13])[NH:9][C:10]2=[O:12])=[CH:5][CH:4]=1)(=[O:12])[CH3:11]. The reactants are N[C:2]1[CH:3]=[CH:4][CH:5]=[C:6]2[C:11]=1[C:10](=[O:12])[NH:9][C:8](=[O:13])[C:7]2([CH3:15])[CH3:14]. The catalyst is C(OC(=O)C)(=O)C. (7) The reactants are C[Si]([C:5]#[C:6][C:7]1[CH:12]=[CH:11][C:10]([S:13]([NH2:16])(=[O:15])=[O:14])=[CH:9][CH:8]=1)(C)C.CCCC[N+](CCCC)(CCCC)CCCC.[F-].CCOC(C)=O.Cl. The catalyst is C1COCC1. The product is [C:6]([C:7]1[CH:8]=[CH:9][C:10]([S:13]([NH2:16])(=[O:14])=[O:15])=[CH:11][CH:12]=1)#[CH:5]. The yield is 0.620.